From a dataset of Forward reaction prediction with 1.9M reactions from USPTO patents (1976-2016). Predict the product of the given reaction. (1) Given the reactants [CH3:1][O:2][C:3]([C:5]1[CH:9]=[C:8](Br)[S:7][CH:6]=1)=[O:4].C([Sn](CCCC)(CCCC)[C:16]1[O:17][CH:18]=[CH:19][N:20]=1)CCC, predict the reaction product. The product is: [CH3:1][O:2][C:3]([C:5]1[CH:9]=[C:8]([C:16]2[O:17][CH:18]=[CH:19][N:20]=2)[S:7][CH:6]=1)=[O:4]. (2) Given the reactants [Br:1][C:2]1[C:3](=[O:20])[N:4]([C:14]2[CH:15]=[N:16][CH:17]=[CH:18][CH:19]=2)[CH:5]=[C:6]([C:8]2[CH:13]=[CH:12][CH:11]=[CH:10][N:9]=2)[CH:7]=1.[CH2:21](Br)[C:22]1[CH:27]=[CH:26][CH:25]=[CH:24][CH:23]=1, predict the reaction product. The product is: [Br:1][C:2]1[C:3](=[O:20])[N:4]([C:14]2[CH2:15][N:16]([CH2:21][C:22]3[CH:27]=[CH:26][CH:25]=[CH:24][CH:23]=3)[CH2:17][CH2:18][CH:19]=2)[CH:5]=[C:6]([C:8]2[CH:13]=[CH:12][CH:11]=[CH:10][N:9]=2)[CH:7]=1. (3) Given the reactants [Cl:1][C:2]1[CH:3]=[CH:4][C:5]([NH:8][C:9]([C:11]2[CH:16]=[C:15]([O:17]C)[CH:14]=[CH:13][C:12]=2[NH:19][C:20]([C:22]2[CH:27]=[CH:26][C:25]([C:28]#[N:29])=[CH:24][CH:23]=2)=[O:21])=[O:10])=[N:6][CH:7]=1.B(Br)(Br)Br, predict the reaction product. The product is: [Cl:1][C:2]1[CH:3]=[CH:4][C:5]([NH:8][C:9]([C:11]2[C:12]([NH:19][C:20]([C:22]3[CH:27]=[CH:26][C:25]([C:28]#[N:29])=[CH:24][CH:23]=3)=[O:21])=[CH:13][CH:14]=[C:15]([OH:17])[CH:16]=2)=[O:10])=[N:6][CH:7]=1. (4) Given the reactants [CH3:1][C:2]1[NH:3][C:4]2[C:9]([CH:10]=1)=[C:8]([C:11]([F:14])([F:13])[F:12])[C:7]([C:15]#[N:16])=[CH:6][CH:5]=2.Cl[CH2:18][C:19]1[CH:23]=[C:22]([C:24]2[CH:29]=[C:28]([C:30]([F:33])([F:32])[F:31])[CH:27]=[C:26]([C:34]([F:37])([F:36])[F:35])[CH:25]=2)[O:21][N:20]=1, predict the reaction product. The product is: [F:37][C:34]([F:35])([F:36])[C:26]1[CH:25]=[C:24]([C:22]2[O:21][N:20]=[C:19]([CH2:18][N:3]3[C:4]4[C:9](=[C:8]([C:11]([F:12])([F:14])[F:13])[C:7]([C:15]#[N:16])=[CH:6][CH:5]=4)[CH:10]=[C:2]3[CH3:1])[CH:23]=2)[CH:29]=[C:28]([C:30]([F:33])([F:31])[F:32])[CH:27]=1. (5) Given the reactants [NH2:1][CH:2]1[CH2:7][CH2:6][N:5]([C:8]([O:10][CH2:11][CH3:12])=[O:9])[CH2:4][CH2:3]1.Cl[CH2:14][C:15]1[CH:20]=[CH:19][N:18]=[C:17]([C:21]2[CH:26]=[C:25]([O:27][CH3:28])[C:24]([O:29][CH3:30])=[C:23]([O:31][CH3:32])[CH:22]=2)[CH:16]=1, predict the reaction product. The product is: [CH2:11]([O:10][C:8]([N:5]1[CH2:4][CH2:3][CH:2]([NH:1][CH2:14][C:15]2[CH:20]=[CH:19][N:18]=[C:17]([C:21]3[CH:26]=[C:25]([O:27][CH3:28])[C:24]([O:29][CH3:30])=[C:23]([O:31][CH3:32])[CH:22]=3)[CH:16]=2)[CH2:7][CH2:6]1)=[O:9])[CH3:12].